Dataset: TCR-epitope binding with 47,182 pairs between 192 epitopes and 23,139 TCRs. Task: Binary Classification. Given a T-cell receptor sequence (or CDR3 region) and an epitope sequence, predict whether binding occurs between them. (1) The epitope is SEPVLKGVKL. The TCR CDR3 sequence is CASSLRGNYGYTF. Result: 0 (the TCR does not bind to the epitope). (2) The epitope is WICLLQFAY. The TCR CDR3 sequence is CASSYGPGELFF. Result: 1 (the TCR binds to the epitope).